Dataset: Reaction yield outcomes from USPTO patents with 853,638 reactions. Task: Predict the reaction yield, written as a fraction of the theoretical maximum amount of product (1.0 means a 100% yield; for example, 0.34 means a 34% yield). (1) The reactants are [C:1]([N:5]1[C:9]2[N:10]=[C:11]([NH:14][C:15](=[O:23])[C:16]3[CH:21]=[CH:20][C:19]([CH3:22])=[CH:18][CH:17]=3)[N:12]=[CH:13][C:8]=2[C:7](I)=[CH:6]1)([CH3:4])([CH3:3])[CH3:2].[NH2:25][CH2:26][C:27]1[CH:32]=[CH:31][CH:30]=[CH:29][N:28]=1.CN([CH:36]=[O:37])C. The catalyst is CCOC(C)=O.Cl[Pd](Cl)([P](C1C=CC=CC=1)(C1C=CC=CC=1)C1C=CC=CC=1)[P](C1C=CC=CC=1)(C1C=CC=CC=1)C1C=CC=CC=1. The product is [N:28]1[CH:29]=[CH:30][CH:31]=[CH:32][C:27]=1[CH2:26][NH:25][C:36]([C:7]1[C:8]2[CH:13]=[N:12][C:11]([NH:14][C:15](=[O:23])[C:16]3[CH:21]=[CH:20][C:19]([CH3:22])=[CH:18][CH:17]=3)=[N:10][C:9]=2[N:5]([C:1]([CH3:4])([CH3:3])[CH3:2])[CH:6]=1)=[O:37]. The yield is 0.520. (2) The reactants are Br[C:2]1[CH:3]=[C:4]([CH2:8][C:9]#[N:10])[CH:5]=[CH:6][CH:7]=1.C[O-].C([Sn+](CCCC)CCCC)CCC.C([O:29][C:30]([CH3:32])=[CH2:31])(=O)C.[F-].[K+]. The catalyst is C1(C)C=CC=CC=1.O.[Cl-].[Na+].O.C1C=CC(/C=C/C(/C=C/C2C=CC=CC=2)=O)=CC=1.C1C=CC(/C=C/C(/C=C/C2C=CC=CC=2)=O)=CC=1.C1C=CC(/C=C/C(/C=C/C2C=CC=CC=2)=O)=CC=1.[Pd].[Pd].C1(P(C2CCCCC2)C2C=CC=CC=2C2C=CC=CC=2N(C)C)CCCCC1.CCOC(C)=O. The product is [O:29]=[C:30]([CH3:32])[CH2:31][C:2]1[CH:3]=[C:4]([CH2:8][C:9]#[N:10])[CH:5]=[CH:6][CH:7]=1. The yield is 0.690. (3) The reactants are [S:1]1[CH:5]=[CH:4][C:3]2[C:6](=O)[CH2:7][CH2:8][C:2]1=2.[Cl:10][C:11]1[C:16]([Cl:17])=[CH:15][CH:14]=[CH:13][C:12]=1[N:18]=[C:19]=S.C[Si](C)(C)[Si](C)(C)C.[Li].O.[NH2:31][NH2:32]. The catalyst is C1COCC1.O.C(O)(=O)C. The product is [Cl:10][C:11]1[C:16]([Cl:17])=[CH:15][CH:14]=[CH:13][C:12]=1[NH:18][C:19]1[C:7]2[CH2:8][C:2]3[S:1][CH:5]=[CH:4][C:3]=3[C:6]=2[NH:32][N:31]=1. The yield is 0.300. (4) The reactants are [NH2:1][C:2]1[CH:10]=[CH:9][C:5]([C:6]([OH:8])=O)=[CH:4][C:3]=1[Cl:11].[CH2:12]1[C@H:21]2[C@H:16]([CH2:17][CH2:18][C:19]3[CH:25]=[CH:24][CH:23]=[CH:22][C:20]=32)[NH:15][CH2:14][CH2:13]1.F[P-](F)(F)(F)(F)F.N1(OC(N(C)C)=[N+](C)C)C2N=CC=CC=2N=N1. No catalyst specified. The product is [NH2:1][C:2]1[CH:10]=[CH:9][C:5]([C:6]([N:15]2[C@@H:16]3[C@@H:21]([C:20]4[CH:22]=[CH:23][CH:24]=[CH:25][C:19]=4[CH2:18][CH2:17]3)[CH2:12][CH2:13][CH2:14]2)=[O:8])=[CH:4][C:3]=1[Cl:11]. The yield is 0.520.